Dataset: Full USPTO retrosynthesis dataset with 1.9M reactions from patents (1976-2016). Task: Predict the reactants needed to synthesize the given product. Given the product [CH3:1][O:2][C:3](=[O:34])[C@H:4]([CH2:16][C:17]1[CH:22]=[CH:21][C:20]([NH:23][C:24]([C:26]2[C:27]([Cl:33])=[CH:28][CH:29]=[CH:30][C:31]=2[Cl:32])=[O:25])=[CH:19][CH:18]=1)[NH:5][C:6]([C:8]1([CH2:13][CH2:14][NH:15][C:40]([C:39]2[CH:43]=[CH:44][CH:45]=[C:37]([C:36]([F:35])([F:46])[F:47])[CH:38]=2)=[O:41])[CH2:9][CH2:10][CH2:11][CH2:12]1)=[O:7], predict the reactants needed to synthesize it. The reactants are: [CH3:1][O:2][C:3](=[O:34])[C@H:4]([CH2:16][C:17]1[CH:22]=[CH:21][C:20]([NH:23][C:24]([C:26]2[C:31]([Cl:32])=[CH:30][CH:29]=[CH:28][C:27]=2[Cl:33])=[O:25])=[CH:19][CH:18]=1)[NH:5][C:6]([C:8]1([CH2:13][CH2:14][NH2:15])[CH2:12][CH2:11][CH2:10][CH2:9]1)=[O:7].[F:35][C:36]([F:47])([F:46])[C:37]1[CH:38]=[C:39]([CH:43]=[CH:44][CH:45]=1)[C:40](Cl)=[O:41].